This data is from Forward reaction prediction with 1.9M reactions from USPTO patents (1976-2016). The task is: Predict the product of the given reaction. (1) Given the reactants Cl.Cl.[S:3]1[CH:7]=[CH:6][N:5]=[C:4]1[N:8]1[CH2:14][CH2:13][CH2:12][NH:11][CH2:10][CH2:9]1, predict the reaction product. The product is: [S:3]1[CH:7]=[CH:6][N:5]=[C:4]1[N:8]1[CH2:14][CH2:13][CH2:12][NH:11][CH2:10][CH2:9]1. (2) Given the reactants C(C1CN(CC(NC2C=CC=CC=2)=O)C(=O)C[N:10](S(C2C=CC(Cl)=CC=2)(=O)=O)[C:9]1=O)C1C=CC=CC=1.C(C1CN(CC(O)=O)C(=O)CN(S(C2C=CC(Cl)=CC=2)(=O)=O)C1=O)C1C=CC=CC=1.[Cl:67][C:68]1[CH:78]=[CH:77][C:71]([O:72][CH2:73][C:74]([OH:76])=O)=[C:70]([CH2:79][CH:80]2[C:86](=[O:87])[N:85]([S:88]([C:91]3[CH:96]=[CH:95][C:94]([Cl:97])=[CH:93][CH:92]=3)(=[O:90])=[O:89])[CH2:84][C:83](=[O:98])[NH:82][CH2:81]2)[CH:69]=1.NC1C=CC=CC=1.Cl.CN, predict the reaction product. The product is: [Cl:67][C:68]1[CH:78]=[CH:77][C:71]([O:72][CH2:73][C:74]([NH:10][CH3:9])=[O:76])=[C:70]([CH2:79][CH:80]2[C:86](=[O:87])[N:85]([S:88]([C:91]3[CH:92]=[CH:93][C:94]([Cl:97])=[CH:95][CH:96]=3)(=[O:90])=[O:89])[CH2:84][C:83](=[O:98])[NH:82][CH2:81]2)[CH:69]=1. (3) Given the reactants C1(S([N:10]2[C:14]3=[N:15][CH:16]=[C:17]([C:19]4[CH:24]=[CH:23][C:22]([N:25]([CH3:27])[CH3:26])=[CH:21][CH:20]=4)[CH:18]=[C:13]3[C:12]([C:28]3[N:29]=[CH:30][NH:31][CH:32]=3)=[CH:11]2)(=O)=O)C=CC=CC=1.[OH-].[Na+], predict the reaction product. The product is: [NH:31]1[CH:32]=[C:28]([C:12]2[C:13]3[C:14](=[N:15][CH:16]=[C:17]([C:19]4[CH:20]=[CH:21][C:22]([N:25]([CH3:27])[CH3:26])=[CH:23][CH:24]=4)[CH:18]=3)[NH:10][CH:11]=2)[N:29]=[CH:30]1. (4) Given the reactants [NH2:1][C:2]1[C:3]([C:10]([O:12][CH3:13])=[O:11])=[N:4][C:5]([Cl:9])=[C:6]([NH2:8])[N:7]=1.Br[CH2:15][CH:16](OC)OC, predict the reaction product. The product is: [NH2:1][C:2]1[N:7]2[CH:15]=[CH:16][N:8]=[C:6]2[C:5]([Cl:9])=[N:4][C:3]=1[C:10]([O:12][CH3:13])=[O:11]. (5) Given the reactants C(OC(=O)[NH:7][C:8]1[CH:13]=[CH:12][CH:11]=[C:10]([C:14](=[O:26])[NH:15][C:16]2[CH:25]=[CH:24][C:23]3[C:18](=[CH:19][CH:20]=[CH:21][CH:22]=3)[N:17]=2)[CH:9]=1)(C)(C)C, predict the reaction product. The product is: [NH2:7][C:8]1[CH:9]=[C:10]([CH:11]=[CH:12][CH:13]=1)[C:14]([NH:15][C:16]1[CH:25]=[CH:24][C:23]2[C:18](=[CH:19][CH:20]=[CH:21][CH:22]=2)[N:17]=1)=[O:26]. (6) Given the reactants [Cl:1][C:2]1[C:3]([Cl:13])=[CH:4][C:5]2[O:10][CH2:9][C:8](=[O:11])[NH:7][C:6]=2[CH:12]=1.Br[CH2:15][C:16]([O:18][CH2:19][CH3:20])=[O:17].FC(F)(F)C(O)=O.Cl, predict the reaction product. The product is: [Cl:1][C:2]1[C:3]([Cl:13])=[CH:4][C:5]2[O:10][CH2:9][C:8](=[O:11])[N:7]([CH2:15][C:16]([O:18][CH2:19][CH3:20])=[O:17])[C:6]=2[CH:12]=1.